From a dataset of Full USPTO retrosynthesis dataset with 1.9M reactions from patents (1976-2016). Predict the reactants needed to synthesize the given product. The reactants are: [CH3:1][O:2][C:3]([C:5]1[S:6][C:7]2/[C:8](=[CH:20]/[C:21]([O:23][CH3:24])=[O:22])/[CH2:9][O:10][C:11]3[CH:18]=[CH:17][C:16]([Br:19])=[CH:15][C:12]=3[C:13]=2[N:14]=1)=[O:4]. Given the product [CH3:1][O:2][C:3]([C:5]1[S:6][C:7]2[CH:8]([CH2:20][C:21]([O:23][CH3:24])=[O:22])[CH2:9][O:10][C:11]3[CH:18]=[CH:17][C:16]([Br:19])=[CH:15][C:12]=3[C:13]=2[N:14]=1)=[O:4], predict the reactants needed to synthesize it.